This data is from NCI-60 drug combinations with 297,098 pairs across 59 cell lines. The task is: Regression. Given two drug SMILES strings and cell line genomic features, predict the synergy score measuring deviation from expected non-interaction effect. (1) Drug 1: C1=C(C(=O)NC(=O)N1)N(CCCl)CCCl. Drug 2: COCCOC1=C(C=C2C(=C1)C(=NC=N2)NC3=CC=CC(=C3)C#C)OCCOC.Cl. Cell line: T-47D. Synergy scores: CSS=25.0, Synergy_ZIP=-5.61, Synergy_Bliss=2.99, Synergy_Loewe=1.49, Synergy_HSA=3.86. (2) Drug 1: CC12CCC(CC1=CCC3C2CCC4(C3CC=C4C5=CN=CC=C5)C)O. Drug 2: C1CC(C1)(C(=O)O)C(=O)O.[NH2-].[NH2-].[Pt+2]. Cell line: CAKI-1. Synergy scores: CSS=29.0, Synergy_ZIP=-5.99, Synergy_Bliss=-3.58, Synergy_Loewe=-3.70, Synergy_HSA=-0.998. (3) Drug 1: C1=CN(C=N1)CC(O)(P(=O)(O)O)P(=O)(O)O. Drug 2: CCC1(C2=C(COC1=O)C(=O)N3CC4=CC5=C(C=CC(=C5CN(C)C)O)N=C4C3=C2)O.Cl. Cell line: OVCAR-5. Synergy scores: CSS=8.85, Synergy_ZIP=-4.99, Synergy_Bliss=-1.83, Synergy_Loewe=-21.0, Synergy_HSA=-1.35. (4) Drug 1: CC12CCC(CC1=CCC3C2CCC4(C3CC=C4C5=CN=CC=C5)C)O. Drug 2: C1CC(C1)(C(=O)O)C(=O)O.[NH2-].[NH2-].[Pt+2]. Cell line: NCI-H522. Synergy scores: CSS=33.5, Synergy_ZIP=-6.18, Synergy_Bliss=3.38, Synergy_Loewe=3.35, Synergy_HSA=3.72. (5) Drug 1: CC1C(C(CC(O1)OC2CC(CC3=C2C(=C4C(=C3O)C(=O)C5=C(C4=O)C(=CC=C5)OC)O)(C(=O)C)O)N)O.Cl. Drug 2: CCC1(C2=C(COC1=O)C(=O)N3CC4=CC5=C(C=CC(=C5CN(C)C)O)N=C4C3=C2)O.Cl. Cell line: MOLT-4. Synergy scores: CSS=84.1, Synergy_ZIP=-1.40, Synergy_Bliss=-2.77, Synergy_Loewe=-3.10, Synergy_HSA=-0.117. (6) Drug 1: CCCCCOC(=O)NC1=NC(=O)N(C=C1F)C2C(C(C(O2)C)O)O. Drug 2: CS(=O)(=O)OCCCCOS(=O)(=O)C. Cell line: MOLT-4. Synergy scores: CSS=63.8, Synergy_ZIP=4.25, Synergy_Bliss=0.291, Synergy_Loewe=-16.9, Synergy_HSA=-5.66.